This data is from Peptide-MHC class II binding affinity with 134,281 pairs from IEDB. The task is: Regression. Given a peptide amino acid sequence and an MHC pseudo amino acid sequence, predict their binding affinity value. This is MHC class II binding data. The peptide sequence is WDTRITEADLDDEQE. The MHC is DRB1_1301 with pseudo-sequence DRB1_1301. The binding affinity (normalized) is 0.